Dataset: Forward reaction prediction with 1.9M reactions from USPTO patents (1976-2016). Task: Predict the product of the given reaction. (1) Given the reactants [CH3:1][O:2][C:3]([C:5]1[C:14]([CH3:15])=[C:13]([OH:16])[C:12]2[C:7](=[CH:8][CH:9]=[C:10]([F:17])[CH:11]=2)[CH:6]=1)=[O:4].C([O-])([O-])=O.[K+].[K+].[CH2:24](Br)[C:25]1[CH:30]=[CH:29][CH:28]=[CH:27][CH:26]=1, predict the reaction product. The product is: [CH3:1][O:2][C:3]([C:5]1[C:14]([CH3:15])=[C:13]([O:16][CH2:24][C:25]2[CH:30]=[CH:29][CH:28]=[CH:27][CH:26]=2)[C:12]2[C:7](=[CH:8][CH:9]=[C:10]([F:17])[CH:11]=2)[CH:6]=1)=[O:4]. (2) Given the reactants [CH2:1]([C:3]([C:13]1[CH:18]=[CH:17][C:16](/[CH:19]=[CH:20]/[C:21](=[O:24])[CH2:22][CH3:23])=[C:15]([CH3:25])[CH:14]=1)([C:6]1[CH:11]=[CH:10][C:9]([OH:12])=[CH:8][CH:7]=1)[CH2:4][CH3:5])[CH3:2].[NH4+].[Cl-].[CH2:28]1COC[CH2:29]1, predict the reaction product. The product is: [CH2:1]([C:3]([C:6]1[CH:11]=[CH:10][C:9]([OH:12])=[CH:8][CH:7]=1)([C:13]1[CH:18]=[CH:17][C:16](/[CH:19]=[CH:20]/[C:21]([CH2:28][CH3:29])([OH:24])[CH2:22][CH3:23])=[C:15]([CH3:25])[CH:14]=1)[CH2:4][CH3:5])[CH3:2]. (3) Given the reactants [CH3:1][NH:2][CH2:3][CH:4]([C:6]1[CH:11]=[CH:10][CH:9]=[CH:8][CH:7]=1)[OH:5].[F:12][C:13]([F:30])([F:29])[C:14]1[CH:19]=[CH:18][CH:17]=[CH:16][C:15]=1[C:20]1[CH:25]=[CH:24][C:23]([C:26]([OH:28])=O)=[CH:22][CH:21]=1.CN(C(ON1N=NC2C=CC=NC1=2)=[N+](C)C)C.F[P-](F)(F)(F)(F)F.CCN(C(C)C)C(C)C, predict the reaction product. The product is: [OH:5][CH:4]([C:6]1[CH:11]=[CH:10][CH:9]=[CH:8][CH:7]=1)[CH2:3][N:2]([CH3:1])[C:26]([C:23]1[CH:22]=[CH:21][C:20]([C:15]2[CH:16]=[CH:17][CH:18]=[CH:19][C:14]=2[C:13]([F:12])([F:30])[F:29])=[CH:25][CH:24]=1)=[O:28]. (4) Given the reactants [CH3:1][O:2][C:3]1[CH:4]=[C:5]([CH:8]=[CH:9][C:10]=1[CH3:11])[CH2:6]O.[ClH:12].C(OC(C)C)(C)C, predict the reaction product. The product is: [CH3:1][O:2][C:3]1[CH:4]=[C:5]([CH:8]=[CH:9][C:10]=1[CH3:11])[CH2:6][Cl:12]. (5) Given the reactants [F:1][C:2]1[CH:26]=[CH:25][C:5]([CH2:6][C:7]2[N:8]=[C:9]([C:12]3[O:16][C:15]([CH2:17][C:18]([CH3:24])([CH3:23])[C:19]([O:21]C)=[O:20])=[N:14][N:13]=3)[S:10][CH:11]=2)=[CH:4][CH:3]=1.Br[C:28]1[CH:33]=[CH:32][C:31]([C:34]([OH:43])([C:39]([F:42])([F:41])[F:40])[C:35]([F:38])([F:37])[F:36])=[CH:30][C:29]=1[CH:44]([F:46])[F:45], predict the reaction product. The product is: [F:46][CH:44]([F:45])[C:29]1[CH:30]=[C:31]([C:34]([OH:43])([C:35]([F:36])([F:37])[F:38])[C:39]([F:40])([F:41])[F:42])[CH:32]=[CH:33][C:28]=1[C:11]1[S:10][C:9]([C:12]2[O:16][C:15]([CH2:17][C:18]([CH3:24])([CH3:23])[C:19]([OH:21])=[O:20])=[N:14][N:13]=2)=[N:8][C:7]=1[CH2:6][C:5]1[CH:4]=[CH:3][C:2]([F:1])=[CH:26][CH:25]=1. (6) The product is: [CH3:3][C:4]1[C:12]2[N:11]=[C:10]([CH2:13][CH2:14][CH3:15])[N:9]([CH2:31][C:29]([O:28][CH2:27][CH3:26])=[O:30])[C:8]=2[CH:7]=[C:6]([C:16]2[N:20]([CH3:21])[C:19]3[CH:22]=[CH:23][CH:24]=[CH:25][C:18]=3[N:17]=2)[CH:5]=1. Given the reactants [H-].[Na+].[CH3:3][C:4]1[C:12]2[N:11]=[C:10]([CH2:13][CH2:14][CH3:15])[NH:9][C:8]=2[CH:7]=[C:6]([C:16]2[N:20]([CH3:21])[C:19]3[CH:22]=[CH:23][CH:24]=[CH:25][C:18]=3[N:17]=2)[CH:5]=1.[CH3:26][CH2:27][O:28][C:29]([CH2:31]Br)=[O:30], predict the reaction product. (7) The product is: [N:5]1[CH:6]=[CH:7][CH:2]=[CH:3][C:4]=1[CH:8]1[CH2:9][N:10]([C:12]([O:14][C:15]([CH3:18])([CH3:17])[CH3:16])=[O:13])[CH2:11]1. Given the reactants C[C:2]1[CH:7]=[CH:6][N:5]=[C:4]([CH:8]2[CH2:11][N:10]([C:12]([O:14][C:15]([CH3:18])([CH3:17])[CH3:16])=[O:13])[CH2:9]2)[CH:3]=1.BrC1C=CC=CN=1, predict the reaction product. (8) Given the reactants [CH3:1][NH:2][C:3]1[C:11]2[C:6](=[CH:7][CH:8]=[C:9]([N+:12]([O-:14])=[O:13])[CH:10]=2)[NH:5][N:4]=1.[O:15](C(OC(C)(C)C)=O)[C:16]([O:18][C:19]([CH3:22])([CH3:21])[CH3:20])=O.C(=O)(O)[O-].[Na+], predict the reaction product. The product is: [CH3:1][NH:2][C:3]1([C:16]([O:18][C:19]([CH3:22])([CH3:21])[CH3:20])=[O:15])[C:11]2[C:6](=[CH:7][CH:8]=[C:9]([N+:12]([O-:14])=[O:13])[CH:10]=2)[NH:5][NH:4]1. (9) Given the reactants [CH2:1]([N:8]1[C:12](=[O:13])/[C:11](=[C:14](\[NH:24][CH2:25][C:26]2[CH:31]=[CH:30][CH:29]=[CH:28][N:27]=2)/[CH2:15][C:16]2[CH:21]=[CH:20][CH:19]=[C:18]([O:22][CH3:23])[CH:17]=2)/[C:10]([CH2:32][C:33]([O:35]C)=O)=[N:9]1)[C:2]1[CH:7]=[CH:6][CH:5]=[CH:4][CH:3]=1, predict the reaction product. The product is: [CH2:1]([N:8]1[C:12](=[O:13])[C:11]2=[C:14]([CH2:15][C:16]3[CH:21]=[CH:20][CH:19]=[C:18]([O:22][CH3:23])[CH:17]=3)[N:24]([CH2:25][C:26]3[CH:31]=[CH:30][CH:29]=[CH:28][N:27]=3)[C:33](=[O:35])[CH:32]=[C:10]2[NH:9]1)[C:2]1[CH:3]=[CH:4][CH:5]=[CH:6][CH:7]=1. (10) Given the reactants [Na].[NH2:2][OH:3].O.C[O:6][C:7](=O)[C:8]1[CH:13]=[CH:12][C:11]([CH2:14][N:15]2[CH:20]([C:21]3[C:26]([CH3:27])=[CH:25][CH:24]=[CH:23][N:22]=3)[CH2:19][CH2:18][CH2:17][CH:16]2[C:28]2[C:33]([CH3:34])=[CH:32][CH:31]=[CH:30][N:29]=2)=[C:10]([CH2:35][O:36][CH3:37])[CH:9]=1.C([O-])(O)=O.[Na+], predict the reaction product. The product is: [CH3:34][C:33]1[C:28]([CH:16]2[CH2:17][CH2:18][CH2:19][CH:20]([C:21]3[C:26]([CH3:27])=[CH:25][CH:24]=[CH:23][N:22]=3)[N:15]2[CH2:14][C:11]2[CH:12]=[CH:13][C:8]([C:7]([NH:2][OH:3])=[O:6])=[CH:9][C:10]=2[CH2:35][O:36][CH3:37])=[N:29][CH:30]=[CH:31][CH:32]=1.